From a dataset of NCI-60 drug combinations with 297,098 pairs across 59 cell lines. Regression. Given two drug SMILES strings and cell line genomic features, predict the synergy score measuring deviation from expected non-interaction effect. (1) Drug 1: C1=CC(=CC=C1CCC2=CNC3=C2C(=O)NC(=N3)N)C(=O)NC(CCC(=O)O)C(=O)O. Drug 2: C1CN(CCN1C(=O)CCBr)C(=O)CCBr. Cell line: MDA-MB-231. Synergy scores: CSS=25.0, Synergy_ZIP=-7.59, Synergy_Bliss=0.0936, Synergy_Loewe=-28.0, Synergy_HSA=2.54. (2) Drug 1: CCC1(CC2CC(C3=C(CCN(C2)C1)C4=CC=CC=C4N3)(C5=C(C=C6C(=C5)C78CCN9C7C(C=CC9)(C(C(C8N6C)(C(=O)OC)O)OC(=O)C)CC)OC)C(=O)OC)O.OS(=O)(=O)O. Drug 2: CC(C)NC(=O)C1=CC=C(C=C1)CNNC.Cl. Cell line: A498. Synergy scores: CSS=3.35, Synergy_ZIP=-3.69, Synergy_Bliss=-4.18, Synergy_Loewe=-2.05, Synergy_HSA=-1.71. (3) Drug 1: C1=CN(C=N1)CC(O)(P(=O)(O)O)P(=O)(O)O. Drug 2: C1=NNC2=C1C(=O)NC=N2. Cell line: UACC62. Synergy scores: CSS=1.57, Synergy_ZIP=-3.06, Synergy_Bliss=-5.36, Synergy_Loewe=-2.80, Synergy_HSA=-2.88.